This data is from Experimentally validated miRNA-target interactions with 360,000+ pairs, plus equal number of negative samples. The task is: Binary Classification. Given a miRNA mature sequence and a target amino acid sequence, predict their likelihood of interaction. (1) The miRNA is hsa-miR-199a-5p with sequence CCCAGUGUUCAGACUACCUGUUC. The protein sequence of the target gene is MTFQFNFTIEDHLENELTPIRDGALTLDSSKELSVSESQKGEERDRKCSAEQFDLPQDHLWEHKSMENAAPSQDTDSPLSAASSSRNLEPHGKQPSLRAAKEHAMPKDLKKMLENKVIETLPGFQHVKLSVVKTILLKENFPGENIVSKSFSSHSDLITGVYEGGLKIWECTFDLLAYFTKAKVKFAGKKVLDLGCGSGLLGITAFKGGSKEIHFQDYNSMVIDEVTLPNVVANSTLEDEENDVNEPDVKRCRKPKVTQLYKCRFFSGEWSEFCKLVLSSEKLFVKYDLILTSETIYNPD.... Result: 0 (no interaction). (2) The miRNA is hsa-miR-496 with sequence UGAGUAUUACAUGGCCAAUCUC. The protein sequence of the target gene is MMIHGFQSSHRDFCFGPWKLTASKTHIMKSADVEKLADELHMPSLPEMMFGDNVLRIQHGSGFGIEFNATDALRCVNNYQGMLKVACAEEWQESRTEGEHSKEVIKPYDWTYTTDYKGTLLGESLKLKVVPTTDHIDTEKLKAREQIKFFEEVLLFEDELHDHGVSSLSVKIRVMPSSFFLLLRFFLRIDGVLIRMNDTRLYHEADKTYMLREYTSRESKISSLMHVPPSLFTEPNEISQYLPIKEAVCEKLIFPERIDPNPADSQKSTQVE. Result: 1 (interaction). (3) The miRNA is dre-miR-140-5p with sequence CAGUGGUUUUACCCUAUGGUAG. The protein sequence of the target gene is MKLLVGTLRLWEVGRQVAFSSLTPGQECSGLRKTFWAAMRAVRTRADHQKLGHCVTMGRIMRPDDANVAGNVHGGTILKMIEEAGAIISTRHCNSQNGERCVAALARVERTDFLSPMCIGEVAHVSAEITYTSKHSVEVQVHVMSENILTGTKKLTNKATLWYVPLSLKNVDKVLEVPPIVYLRQEQEEEGRKRYEAQKLERMETKWRNGDIVQPVLNPEPNTVSYSQSSLIHLVGPSDCTLHGFVHGGVTMKLMDEVAGIVAARHCKTNIVTASVDAINFHDKIRKGCVITISGRMTFT.... Result: 0 (no interaction). (4) The miRNA is hsa-miR-7152-5p with sequence UUUCCUGUCCUCCAACCAGACC. The protein sequence of the target gene is MEFSWGSGQESRRLLLLLLLLAAWEAGNGQLHYSVSEEAKHGTFVGRIAQDLGLELAELVPRLFRVASKGRGGLLEVNLQNGILFVNSRIDREELCRRSAECSIHLEVIVDRPLQVFHVDVEVRDINDNPPVFPATQKNLSIAESRPLDSRFPLEGASDADIGENALLTYRLSPNEYFSLEKPPDDELVKGLGLILRKSLDREEAPEIFLVLTATDGGKPELTGTVQLLITVLDANDNAPAFDRTIYKVRLLENVPNGTLVIKLNASDLDEGLNGDIVYSFSNDISPNVKSKFHIDPITG.... Result: 1 (interaction). (5) The miRNA is hsa-miR-130b-3p with sequence CAGUGCAAUGAUGAAAGGGCAU. The protein sequence of the target gene is MDIVDTFNHLIPTEHLDDALFLGSNLENEVCEDFSASQNVLEDSLKNMLSDKDPMLGSASNQFCLPVLDSNDPNFQMPCSTVVGLDDIMDEGVVKESGNDTIDEEELILPNRNLRDKVEENSVRSPRKSPRLMAQEQVRSLRQSTIAKRSNAAPLSNTKKASGKTVSTAKAGVKQPERSQVKEEVCMSLKPEYHKENRRCSRNSGQIEVVPEVSVSSSHSSVSSCLEMKDEDGLDSKHKCNNPGEIDVPSHELNCSLLSETCVTIGEKKNEALMECKAKPVGSPLFKFSDKEEHEQNDSI.... Result: 1 (interaction). (6) The miRNA is hsa-miR-6811-3p with sequence AGCCUGUGCUUGUCCCUGCAG. The protein sequence of the target gene is MVSVQKVPAIALCSGVSLALLHFLCLAACLNESPGQNSKDEKLCPENFTRILDSLLDGYDNRLRPGFGGPVTEVKTDIYVTSFGPVSDVEMEYTMDVFFRQTWIDKRLKYDGPIEILRLNNMMVTKVWTPDTFFRNGKKSVSHNMTAPNKLFRIMRNGTILYTMRLTISAECPMRLVDFPMDGHACPLKFGSYAYPKSEMIYTWTKGPEKSVEVPKESSSLVQYDLIGQTVSSETIKSITGEYIVMTVYFHLRRKMGYFMIQTYIPCIMTVILSQVSFWINKESVPARTVFGITTVLTMT.... Result: 0 (no interaction). (7) The miRNA is mmu-miR-126a-5p with sequence CAUUAUUACUUUUGGUACGCG. The protein sequence of the target gene is MPSGCHSSPPSGLRGDMASLVPLSPYLSPTVLLLVSCDLGFVRADRPPSPVNVTVTHLRANSATVSWDVPEGNIVIGYSISQQRQNGPGQRVIREVNTTTRACALWGLAEDSDYTVQVRSIGLRGESPPGPRVHFRTLKGSDRLPSNSSSPGDITVEGLDGERPLQTGEVVIIVVVLLMWAAVIGLFCRQYDIIKDNDSNNNPKEKGKGPEQSPQGRPVGTRQKKSPSINTIDV. Result: 0 (no interaction).